Task: Predict which catalyst facilitates the given reaction.. Dataset: Catalyst prediction with 721,799 reactions and 888 catalyst types from USPTO (1) Reactant: [Cl:1][C:2]1[CH:10]=[C:9]([Cl:11])[CH:8]=[CH:7][C:3]=1[CH2:4][CH2:5]O.P(Br)(Br)[Br:13].C(=O)(O)[O-].[Na+]. Product: [Cl:1][C:2]1[CH:10]=[C:9]([Cl:11])[CH:8]=[CH:7][C:3]=1[CH2:4][CH2:5][Br:13]. The catalyst class is: 2. (2) Reactant: [OH:1][CH:2]1[CH2:7][CH2:6][N:5]([C:8]([O:10][C:11]([CH3:14])([CH3:13])[CH3:12])=[O:9])[CH2:4][CH2:3]1.[CH3:15][S:16](Cl)(=[O:18])=[O:17].CCN(CC)CC. Product: [CH3:15][S:16]([O:1][CH:2]1[CH2:3][CH2:4][N:5]([C:8]([O:10][C:11]([CH3:14])([CH3:13])[CH3:12])=[O:9])[CH2:6][CH2:7]1)(=[O:18])=[O:17]. The catalyst class is: 4. (3) Reactant: Cl[C:2]1[C:7]([N+:8]([O-:10])=[O:9])=[CH:6][CH:5]=[C:4]([Cl:11])[N:3]=1.C([O-])([O-])=O.[K+].[K+].[CH2:18]([O:20][C:21]([N:23]1[CH2:28][CH2:27][CH:26]([NH2:29])[CH2:25][CH2:24]1)=[O:22])[CH3:19].O. Product: [CH2:18]([O:20][C:21]([N:23]1[CH2:24][CH2:25][CH:26]([NH:29][C:2]2[C:7]([N+:8]([O-:10])=[O:9])=[CH:6][CH:5]=[C:4]([Cl:11])[N:3]=2)[CH2:27][CH2:28]1)=[O:22])[CH3:19]. The catalyst class is: 3.